Dataset: Reaction yield outcomes from USPTO patents with 853,638 reactions. Task: Predict the reaction yield, written as a fraction of the theoretical maximum amount of product (1.0 means a 100% yield; for example, 0.34 means a 34% yield). (1) The reactants are [CH3:1][C:2]1[CH:3]=[C:4]([C:8]([C:10]2[CH:14]=[CH:13][S:12][C:11]=2[CH3:15])=[O:9])[CH:5]=[CH:6][CH:7]=1.[Br-:16].[Br-].[Br-].[NH+]1C=CC=CC=1.[NH+]1C=CC=CC=1.[NH+]1C=CC=CC=1.O. The catalyst is C(O)(=O)C. The product is [Br:16][C:13]1[S:12][C:11]([CH3:15])=[C:10]([C:8]([C:4]2[CH:5]=[CH:6][CH:7]=[C:2]([CH3:1])[CH:3]=2)=[O:9])[CH:14]=1. The yield is 0.850. (2) The reactants are [N:1]1([CH:6]([C:10]2[CH:15]=[CH:14][C:13]([NH:16][C:17](=[O:24])[CH2:18][CH2:19][CH2:20][C:21]([OH:23])=[O:22])=[CH:12][CH:11]=2)[CH:7]([CH3:9])[CH3:8])[CH:5]=[CH:4][N:3]=[CH:2]1.OS(O)(=O)=O.[CH2:30](O)[CH3:31]. No catalyst specified. The product is [N:1]1([CH:6]([C:10]2[CH:15]=[CH:14][C:13]([NH:16][C:17](=[O:24])[CH2:18][CH2:19][CH2:20][C:21]([O:23][CH2:30][CH3:31])=[O:22])=[CH:12][CH:11]=2)[CH:7]([CH3:9])[CH3:8])[CH:5]=[CH:4][N:3]=[CH:2]1. The yield is 0.180. (3) The reactants are [Na+].[CH3:2][S:3]([O-:5])=[O:4].Br[C:7]1[CH:8]=[C:9]([CH2:14][OH:15])[CH:10]=[C:11]([F:13])[CH:12]=1. The catalyst is CS(C)=O.CCOC(C)=O.[Cu]I. The product is [F:13][C:11]1[CH:10]=[C:9]([CH2:14][OH:15])[CH:8]=[C:7]([S:3]([CH3:2])(=[O:5])=[O:4])[CH:12]=1. The yield is 0.481. (4) The product is [CH3:1][O:2][CH2:3][CH2:4][CH2:5][N:6]([CH3:7])[CH2:8][CH2:9][NH2:10]. The catalyst is [Ni].CCO. The yield is 0.830. The reactants are [CH3:1][O:2][CH2:3][CH2:4][CH2:5][N:6]([CH2:8][C:9]#[N:10])[CH3:7]. (5) The reactants are [CH3:1][O:2][C:3](=[O:14])[C:4]1[CH:9]=[CH:8][C:7]([CH2:10]Br)=[C:6]([O:12][CH3:13])[CH:5]=1.[N-:15]=[N+:16]=[N-:17].[Na+]. The catalyst is CN(C=O)C. The product is [CH3:1][O:2][C:3](=[O:14])[C:4]1[CH:9]=[CH:8][C:7]([CH2:10][N:15]=[N+:16]=[N-:17])=[C:6]([O:12][CH3:13])[CH:5]=1. The yield is 0.970. (6) The product is [Cl:1][C:2]1[CH:3]=[C:4]([C:9]2[CH:13]=[CH:12][N:11]([CH2:20][CH:22]3[CH2:23][O:24]3)[N:10]=2)[CH:5]=[CH:6][C:7]=1[Cl:8]. The catalyst is CN(C=O)C. The reactants are [Cl:1][C:2]1[CH:3]=[C:4]([C:9]2[CH:13]=[CH:12][NH:11][N:10]=2)[CH:5]=[CH:6][C:7]=1[Cl:8].C(=O)([O-])[O-].[Cs+].[Cs+].[CH2:20]([CH:22]1[O:24][CH2:23]1)Cl. The yield is 0.820. (7) The reactants are [O:1]([C:8]1[CH:13]=[CH:12][C:11]([CH2:14]O)=[CH:10][CH:9]=1)[C:2]1[CH:7]=[CH:6][CH:5]=[CH:4][CH:3]=1.C1(P(C2C=CC=CC=2)C2C=CC=CC=2)C=CC=CC=1.C(Cl)(Cl)(Cl)[Cl:36]. The yield is 0.920. No catalyst specified. The product is [Cl:36][CH2:14][C:11]1[CH:12]=[CH:13][C:8]([O:1][C:2]2[CH:7]=[CH:6][CH:5]=[CH:4][CH:3]=2)=[CH:9][CH:10]=1. (8) The reactants are [Cl:1][C:2]1[CH:10]=[C:6]([C:7]([OH:9])=O)[C:5]([OH:11])=[CH:4][CH:3]=1.[CH3:12][C:13]([C:16]1[CH:17]=[C:18]([CH:20]=[C:21]([C:23]([CH3:26])([CH3:25])[CH3:24])[CH:22]=1)[NH2:19])([CH3:15])[CH3:14]. No catalyst specified. The product is [CH3:15][C:13]([C:16]1[CH:17]=[C:18]([NH:19][C:7](=[O:9])[C:6]2[CH:10]=[C:2]([Cl:1])[CH:3]=[CH:4][C:5]=2[OH:11])[CH:20]=[C:21]([C:23]([CH3:26])([CH3:25])[CH3:24])[CH:22]=1)([CH3:12])[CH3:14]. The yield is 0.341.